This data is from Experimentally validated miRNA-target interactions with 360,000+ pairs, plus equal number of negative samples. The task is: Binary Classification. Given a miRNA mature sequence and a target amino acid sequence, predict their likelihood of interaction. (1) The miRNA is rno-miR-203a-3p with sequence GUGAAAUGUUUAGGACCACUAG. The protein sequence of the target gene is MAVRKKDGGPNVKYYEAADTVTQFDNVRLWLGKNYKKYIQAEPPTNKSLSSLVVQLLQFQEEVFGKHVSNAPLTKLPIKCFLDFKAGGSLCHILAAAYKFKSDQGWRRYDFQNPSRMDRNVEMFMTIEKSLVQNNCLSRPNIFLCPEIEPKLLGKLKDIIKRHQGTVTEDKNNASHVVYPVPGNLEEEEWVRPVMKRDKQVLLHWGYYPDSYDTWIPASEIEASVEDAPTPEKPRKVHAKWILDTDTFNEWMNEEDYEVNDDKNPVSRRKKISAKTLTDEVNSPDSDRRDKKGGNYKKRK.... Result: 0 (no interaction). (2) The miRNA is mmu-miR-466e-5p with sequence GAUGUGUGUGUACAUGUACAUA. The protein sequence of the target gene is MDASRDIGSFVVWDYVVFAGMLLISAAIGIYYAFAGGGQQTSKDFLMGGRSMSAVPVALSLTASFMSAVTVLGTPAEVYRFGAIFSIFVITYFFVVVISAEVFLPVFYRLGITSTYEYLELRFNRCIRLCGTILFIVQTILYTGIVIYAPALALNQVTGFDLWGAVVATGVVCTFYCTLGGLKAVVWTDVFQVGIMVAGFASVIIQASITQHGINKILSDAFNGGRLNFWNFDPNPLQRHTFWTIVIGGTFTWTTIYGVNQSQVQRYISCKSRLHAKLSLYVNLVGLWVILTCSIFCGLA.... Result: 1 (interaction). (3) The miRNA is mmu-miR-1247-5p with sequence ACCCGUCCCGUUCGUCCCCGGA. The protein sequence of the target gene is MGSENSALKSYTLRESPFTLPSGLAVYPAILQDGKCASVFVYKRENEDKVNKAAKHLKTLRHPCLLRFLSCTVEADGIHLVTERVQPLEVALETLSPAEVCAGIYDILLALIFLHDRGHLTHNNVCLSSVFVSEDGHWKLGGMETVCQVPQATPEFLRNIQSVRDPASIPPEEMSPEFSGLPESHGHARDAYAFGALVDSLLPIFNEQVSADVLSSFLQILHSALLNPMPECRPALSTLLSHDFFRNDFLEVVNFLKSLTLKSEDEKTEFFKFLLDRVSCLSEELIASRLVPLLLNQLVF.... Result: 0 (no interaction). (4) The miRNA is hsa-miR-519a-3p with sequence AAAGUGCAUCCUUUUAGAGUGU. The protein sequence of the target gene is MESQKEARTLQEPVARPSGASSSQTPNDKERREGGAVPAAAALGAEADDDSADGLWELPVEPAERRPECTRCSRPQKVCLCPFLPAHPLHISTHLYIIQHPAEENKVLRTVPLLAACLPQDKCKVKIGRRFSEERDPELSTVCRKSGTLILYPGAEAANLEEFILDSPVYPSTIIIIDGTWSQAKDIFYKNSLFRHPKQVQLKTSISSQYVIRMQPTNRCLSTLECAAVALSILEKNNYIQETLLRPLQALCSFQLQHGAQIRLSKEHLLKNGLYPKPMPKNKRKLRKMELLMNSVKI. Result: 0 (no interaction). (5) The miRNA is mmu-miR-17-5p with sequence CAAAGUGCUUACAGUGCAGGUAG. The protein sequence of the target gene is MEDDDSYVPSDLTAEERQELENIRRRKQELLADIQRLKEEIAEVANEIESLGSTEERKNMQRNKQVAMGRKKFNMDPKKGIQFLIENGLLKNTCEDIAQFLYKGEGLNKTAIGDYLGERDEFSIQVLHAFVELHEFTDLNLVQALRQFLWSFRLPGEAQKIDRMMEAFAQRYCQCNTGVFQSTDTCYVLSFAIIMLNTSLHNPNVKDKPTVERFIAMNRGINDGGDLPEELLRNLYESIKNEPFKIPEDDGNDLTHTFFNPDREGWLLKLGGGRVKTWKRRWFILTDNCLYYFEYTTDKE.... Result: 1 (interaction). (6) The miRNA is hsa-miR-6856-5p with sequence AAGAGAGGAGCAGUGGUGCUGUGG. The protein sequence of the target gene is MNSMNPMKPALPPAPHGDGSFAYESVPWQQSATQPAGSLSVVTTVWGVGNATQSQVLGNPMGPAGSPSGSSMMPGVAGGSSALTSPQCLGQQAFAEGGANKGYVQQGVYSRGGYPGAPGFTTGYAGGPGGLGLPSHAARPSTDFTQAAAAAAVAAAAATATATATATVAALQEKQSQELSQYGAMGAGQSFNSQFLQHGGPRGPSVPAGMNPTGIGGVMGPSGLSPLAMNPTRAAGMTPLYAGQRLPQHGYPGPPQAQPLPRQGVKRTYSEVYPGQQYLQGGQYAPSTAQFAPSPGQPPA.... Result: 1 (interaction).